From a dataset of Reaction yield outcomes from USPTO patents with 853,638 reactions. Predict the reaction yield, written as a fraction of the theoretical maximum amount of product (1.0 means a 100% yield; for example, 0.34 means a 34% yield). (1) The reactants are Br[C:2]1[CH:3]=[C:4]([N:8]2[CH2:13][CH2:12][O:11][CH:10]([C:14]([N:16]([CH3:18])[CH3:17])=[O:15])[CH2:9]2)[CH:5]=[CH:6][CH:7]=1.[B:19]1([B:19]2[O:23][C:22]([CH3:25])([CH3:24])[C:21]([CH3:27])([CH3:26])[O:20]2)[O:23][C:22]([CH3:25])([CH3:24])[C:21]([CH3:27])([CH3:26])[O:20]1.C(Cl)Cl.C([O-])(=O)C.[K+]. The catalyst is O1CCOCC1.CCOC(C)=O.C1C=CC(P(C2C=CC=CC=2)[C-]2C=CC=C2)=CC=1.C1C=CC(P(C2C=CC=CC=2)[C-]2C=CC=C2)=CC=1.Cl[Pd]Cl.[Fe+2]. The product is [CH3:17][N:16]([CH3:18])[C:14]([CH:10]1[O:11][CH2:12][CH2:13][N:8]([C:4]2[CH:5]=[CH:6][CH:7]=[C:2]([B:19]3[O:23][C:22]([CH3:25])([CH3:24])[C:21]([CH3:27])([CH3:26])[O:20]3)[CH:3]=2)[CH2:9]1)=[O:15]. The yield is 0.634. (2) The reactants are [C:1]([OH:5])(=O)[CH2:2][OH:3].[Cl:6][C:7]1[CH:12]=[C:11]([NH:13][C:14]2[C:23]3[C:18](=[CH:19][CH:20]=[CH:21][C:22]=3[O:24][CH2:25][C@@H:26]([NH:28][CH3:29])[CH3:27])[N:17]=[CH:16][N:15]=2)[CH:10]=[CH:9][C:8]=1[OH:30]. No catalyst specified. The product is [Cl:6][C:7]1[CH:12]=[C:11]([NH:13][C:14]2[C:23]3[C:18](=[CH:19][CH:20]=[CH:21][C:22]=3[O:24][CH2:25][C@@H:26]([N:28]([CH3:29])[C:1](=[O:5])[CH2:2][OH:3])[CH3:27])[N:17]=[CH:16][N:15]=2)[CH:10]=[CH:9][C:8]=1[OH:30]. The yield is 0.480. (3) The reactants are [N+:1]([C:4]1[CH:5]=[C:6]([CH:10]=[CH:11][C:12]=1[N+:13]([O-:15])=[O:14])[C:7]([OH:9])=O)([O-:3])=[O:2].[NH2:16][CH:17]1[CH2:22][CH2:21][O:20][CH2:19][CH2:18]1. No catalyst specified. The product is [N+:1]([C:4]1[CH:5]=[C:6]([CH:10]=[CH:11][C:12]=1[N+:13]([O-:15])=[O:14])[C:7]([NH:16][CH:17]1[CH2:22][CH2:21][O:20][CH2:19][CH2:18]1)=[O:9])([O-:3])=[O:2]. The yield is 0.334. (4) The reactants are C(OC([N:8]1[CH2:11][C:10]([C@@H:13]([C:15]2[CH:16]=[C:17]3[C:26](=[CH:27][C:28]=2[CH:29]([CH3:31])[CH3:30])[O:25][CH2:24][C:23]2[N:18]3[C@H:19]([CH3:33])[C:20](=[O:32])[NH:21][N:22]=2)[CH3:14])([CH3:12])[CH2:9]1)=O)(C)(C)C.[ClH:34]. No catalyst specified. The product is [ClH:34].[CH:29]([C:28]1[CH:27]=[C:26]2[C:17]([N:18]3[C:23]([CH2:24][O:25]2)=[N:22][NH:21][C:20](=[O:32])[C@H:19]3[CH3:33])=[CH:16][C:15]=1[C@H:13]([C:10]1([CH3:12])[CH2:9][NH:8][CH2:11]1)[CH3:14])([CH3:30])[CH3:31]. The yield is 0.440. (5) The reactants are Cl[CH2:2][CH:3]([OH:12])[CH2:4][NH:5][C:6]1[CH:11]=[CH:10][CH:9]=[CH:8][CH:7]=1.[OH-].[K+]. The catalyst is O1CCOCC1.CCOC(C)=O. The product is [O:12]1[CH2:2][CH:3]1[CH2:4][NH:5][C:6]1[CH:11]=[CH:10][CH:9]=[CH:8][CH:7]=1. The yield is 0.950. (6) The reactants are NC1CCC(C=C)C=1C(OCC)=O.C([O-])=O.[NH4+].C(N)=O.[CH:21]([CH:23]1[C:31]2[C:30](=O)[NH:29][CH:28]=[N:27][C:26]=2[CH2:25][CH2:24]1)=[CH2:22].O=P(Cl)(Cl)Cl.[OH-].[K+].[N:40]1([C:46]([O:48][C:49]([CH3:52])([CH3:51])[CH3:50])=[O:47])[CH2:45][CH2:44][NH:43][CH2:42][CH2:41]1. The catalyst is O.CC(O)C.C(Cl)Cl.C(#N)C. The product is [CH:21]([CH:23]1[C:31]2[C:30]([N:43]3[CH2:42][CH2:41][N:40]([C:46]([O:48][C:49]([CH3:52])([CH3:51])[CH3:50])=[O:47])[CH2:45][CH2:44]3)=[N:29][CH:28]=[N:27][C:26]=2[CH2:25][CH2:24]1)=[CH2:22]. The yield is 0.200. (7) The reactants are [NH2:1][C:2]1[CH:7]=[CH:6][C:5]([C:8]2([C:13]#[N:14])[CH2:12][CH2:11][CH2:10][CH2:9]2)=[CH:4][CH:3]=1.[CH3:15][O:16][C:17]1[CH:18]=[C:19]([CH:23]=[CH:24][C:25]=1[O:26][CH3:27])[C:20](Cl)=[O:21].C(N(CC)CC)C. The catalyst is C(Cl)Cl. The product is [C:13]([C:8]1([C:5]2[CH:4]=[CH:3][C:2]([NH:1][C:20](=[O:21])[C:19]3[CH:23]=[CH:24][C:25]([O:26][CH3:27])=[C:17]([O:16][CH3:15])[CH:18]=3)=[CH:7][CH:6]=2)[CH2:12][CH2:11][CH2:10][CH2:9]1)#[N:14]. The yield is 0.580.